From a dataset of Forward reaction prediction with 1.9M reactions from USPTO patents (1976-2016). Predict the product of the given reaction. (1) Given the reactants [Cl:1][C:2]1[CH:3]=[CH:4][N:5]2[C:10]=1[C:9](=[O:11])[N:8]([CH2:12][CH:13]([F:15])[F:14])[C:7]([C@@H:16]1[CH2:19][CH2:18][N:17]1C(OC(C)(C)C)=O)=[N:6]2.Cl, predict the reaction product. The product is: [ClH:1].[NH:17]1[CH2:18][CH2:19][C@H:16]1[C:7]1[N:8]([CH2:12][CH:13]([F:15])[F:14])[C:9](=[O:11])[C:10]2=[C:2]([Cl:1])[CH:3]=[CH:4][N:5]2[N:6]=1. (2) Given the reactants [Br:1][CH2:2][C:3](Br)=[O:4].C(N(CC)CC)C.[CH:13]([NH2:26])([C:20]1[CH:25]=[CH:24][CH:23]=[CH:22][CH:21]=1)[C:14]1[CH:19]=[CH:18][CH:17]=[CH:16][CH:15]=1, predict the reaction product. The product is: [CH:13]([NH:26][C:3](=[O:4])[CH2:2][Br:1])([C:20]1[CH:21]=[CH:22][CH:23]=[CH:24][CH:25]=1)[C:14]1[CH:19]=[CH:18][CH:17]=[CH:16][CH:15]=1.